Task: Regression. Given a peptide amino acid sequence and an MHC pseudo amino acid sequence, predict their binding affinity value. This is MHC class I binding data.. Dataset: Peptide-MHC class I binding affinity with 185,985 pairs from IEDB/IMGT (1) The binding affinity (normalized) is 0.0847. The peptide sequence is LEEDIQHFL. The MHC is HLA-A24:03 with pseudo-sequence HLA-A24:03. (2) The peptide sequence is KMKDPKMYH. The MHC is HLA-A29:02 with pseudo-sequence HLA-A29:02. The binding affinity (normalized) is 0.0847.